This data is from Full USPTO retrosynthesis dataset with 1.9M reactions from patents (1976-2016). The task is: Predict the reactants needed to synthesize the given product. (1) The reactants are: [Cl:1][C:2]1[CH:3]=[C:4]([C@H:9]2[O:13][C:12](=[O:14])[N:11]([CH2:15][C:16]3[CH:21]=[C:20]([C:22]([F:25])([F:24])[F:23])[CH:19]=[CH:18][C:17]=3I)[C@H:10]2[CH3:27])[CH:5]=[C:6]([Cl:8])[CH:7]=1.[CH3:28][O:29][C:30]1[CH:35]=[CH:34][C:33]([C:36]2[CH:41]=[CH:40][C:39]([C:42]([O:44][CH3:45])=[O:43])=[CH:38][C:37]=2[CH3:46])=[CH:32][C:31]=1B1OC(C)(C)C(C)(C)O1.C(=O)([O-])[O-].[Na+].[Na+]. Given the product [Cl:1][C:2]1[CH:3]=[C:4]([C@H:9]2[O:13][C:12](=[O:14])[N:11]([CH2:15][C:16]3[CH:21]=[C:20]([C:22]([F:25])([F:24])[F:23])[CH:19]=[CH:18][C:17]=3[C:31]3[CH:32]=[C:33]([C:36]4[CH:41]=[CH:40][C:39]([C:42]([O:44][CH3:45])=[O:43])=[CH:38][C:37]=4[CH3:46])[CH:34]=[CH:35][C:30]=3[O:29][CH3:28])[C@H:10]2[CH3:27])[CH:5]=[C:6]([Cl:8])[CH:7]=1, predict the reactants needed to synthesize it. (2) Given the product [Cl:25][CH2:18][C:19]1[N:23]=[C:1]([C:3]2[CH:4]=[CH:5][C:6]([O:13][S:14]([CH3:17])(=[O:15])=[O:16])=[C:7]([CH:12]=2)[C:8]([O:10][CH3:11])=[O:9])[O:2][C:20]=1[CH3:21], predict the reactants needed to synthesize it. The reactants are: [CH:1]([C:3]1[CH:4]=[CH:5][C:6]([O:13][S:14]([CH3:17])(=[O:16])=[O:15])=[C:7]([CH:12]=1)[C:8]([O:10][CH3:11])=[O:9])=[O:2].[CH3:18][C:19](=[N:23]O)[C:20](=O)[CH3:21].[ClH:25].C(OCC)(=O)C. (3) Given the product [C:1]([O:5][C:6](=[O:35])[NH:7][C:8]1([C:12]2[CH:13]=[CH:14][C:15]([C:18]3[C:19]([C:29]4[CH:30]=[CH:31][CH:32]=[CH:33][CH:34]=4)=[CH:20][C:21]4[N:26]([CH2:39][C:40]5[CH:45]=[CH:44][CH:43]=[CH:42][N:41]=5)[C:25](=[O:27])[CH2:24][O:23][C:22]=4[N:28]=3)=[CH:16][CH:17]=2)[CH2:11][CH2:10][CH2:9]1)([CH3:4])([CH3:2])[CH3:3], predict the reactants needed to synthesize it. The reactants are: [C:1]([O:5][C:6](=[O:35])[NH:7][C:8]1([C:12]2[CH:17]=[CH:16][C:15]([C:18]3[C:19]([C:29]4[CH:34]=[CH:33][CH:32]=[CH:31][CH:30]=4)=[CH:20][C:21]4[NH:26][C:25](=[O:27])[CH2:24][O:23][C:22]=4[N:28]=3)=[CH:14][CH:13]=2)[CH2:11][CH2:10][CH2:9]1)([CH3:4])([CH3:3])[CH3:2].[H-].[Na+].Br[CH2:39][C:40]1[CH:45]=[CH:44][CH:43]=[CH:42][N:41]=1.Br.C([O-])(O)=O.[Na+]. (4) Given the product [O:32]1[C:33]2([CH2:38][CH2:37][N:36]([C:39]3[CH:46]=[CH:45][C:42]([CH2:43][NH:44][C:24]([C:20]4[N:21]([CH3:23])[CH:22]=[C:18]([NH:17][C:15]([C:10]5[C:9]([C:6]6[CH:7]=[CH:8][C:3]([C:2]([F:28])([F:1])[F:27])=[CH:4][CH:5]=6)=[CH:14][CH:13]=[CH:12][CH:11]=5)=[O:16])[CH:19]=4)=[O:25])=[CH:41][CH:40]=3)[CH2:35][CH2:34]2)[O:29][CH2:30][CH2:31]1, predict the reactants needed to synthesize it. The reactants are: [F:1][C:2]([F:28])([F:27])[C:3]1[CH:8]=[CH:7][C:6]([C:9]2[C:10]([C:15]([NH:17][C:18]3[CH:19]=[C:20]([C:24](O)=[O:25])[N:21]([CH3:23])[CH:22]=3)=[O:16])=[CH:11][CH:12]=[CH:13][CH:14]=2)=[CH:5][CH:4]=1.[O:29]1[C:33]2([CH2:38][CH2:37][N:36]([C:39]3[CH:46]=[CH:45][C:42]([CH2:43][NH2:44])=[CH:41][CH:40]=3)[CH2:35][CH2:34]2)[O:32][CH2:31][CH2:30]1.CN(C(ON1N=NC2C=CC=CC1=2)=[N+](C)C)C.[B-](F)(F)(F)F.C(N(CC)CC)C. (5) The reactants are: [CH3:1][C:2]1[N:3]=[C:4]([NH:10][C:11](=[O:28])[CH2:12][C:13]2[CH:21]=[CH:20][CH:19]=[C:18]3[C:14]=2[CH:15]=[N:16][N:17]3[CH:22]2[CH2:27][CH2:26][CH2:25][CH2:24][O:23]2)[S:5][C:6]=1[C:7](O)=[O:8].CN(C(ON1N=NC2C=CC=CC1=2)=[N+](C)C)C.F[P-](F)(F)(F)(F)F.C1C=CC2N(O)N=NC=2C=1.[CH3:63][C:64]([O:67][C:68]([NH:70][CH2:71][C@H:72]([NH2:77])[C:73]([O:75][CH3:76])=[O:74])=[O:69])([CH3:66])[CH3:65].Cl.C(N(CC)CC)C. Given the product [CH3:76][O:75][C:73](=[O:74])[C@@H:72]([NH:77][C:7]([C:6]1[S:5][C:4]([NH:10][C:11](=[O:28])[CH2:12][C:13]2[CH:21]=[CH:20][CH:19]=[C:18]3[C:14]=2[CH:15]=[N:16][N:17]3[CH:22]2[CH2:27][CH2:26][CH2:25][CH2:24][O:23]2)=[N:3][C:2]=1[CH3:1])=[O:8])[CH2:71][NH:70][C:68]([O:67][C:64]([CH3:63])([CH3:66])[CH3:65])=[O:69], predict the reactants needed to synthesize it. (6) Given the product [OH:31][NH:30][C:28](=[O:29])/[CH:27]=[CH:26]/[C:23]1[CH:24]=[CH:25][N:21]([S:18]([C:15]2[CH:14]=[CH:13][C:12]([C:9]3[CH:10]=[CH:11][C:6]([NH:5][S:2]([CH3:1])(=[O:4])=[O:3])=[CH:7][CH:8]=3)=[CH:17][CH:16]=2)(=[O:19])=[O:20])[CH:22]=1, predict the reactants needed to synthesize it. The reactants are: [CH3:1][S:2]([NH:5][C:6]1[CH:11]=[CH:10][C:9]([C:12]2[CH:17]=[CH:16][C:15]([S:18]([N:21]3[CH:25]=[CH:24][C:23](/[CH:26]=[CH:27]/[C:28]([NH:30][O:31]C4CCCCO4)=[O:29])=[CH:22]3)(=[O:20])=[O:19])=[CH:14][CH:13]=2)=[CH:8][CH:7]=1)(=[O:4])=[O:3]. (7) The reactants are: Cl[CH2:2][C:3]1[N:4]=[CH:5][S:6][CH:7]=1.[CH2:8]([NH:15][C:16]([C:18]1[S:22][C:21]([N:23]2[CH:28]=[CH:27][C:26]([OH:29])=[CH:25][C:24]2=[O:30])=[N:20][C:19]=1[CH3:31])=[O:17])[C:9]1[CH:14]=[CH:13][CH:12]=[CH:11][CH:10]=1. Given the product [CH2:8]([NH:15][C:16]([C:18]1[S:22][C:21]([N:23]2[CH:28]=[CH:27][C:26]([O:29][CH2:2][C:3]3[N:4]=[CH:5][S:6][CH:7]=3)=[CH:25][C:24]2=[O:30])=[N:20][C:19]=1[CH3:31])=[O:17])[C:9]1[CH:14]=[CH:13][CH:12]=[CH:11][CH:10]=1, predict the reactants needed to synthesize it. (8) Given the product [CH:1]1([C@@:7]([OH:17])([C:11]2[CH:12]=[CH:13][CH:14]=[CH:15][CH:16]=2)[C:8]([OH:10])=[O:9])[CH2:3][CH2:4][CH2:5][CH2:6]1, predict the reactants needed to synthesize it. The reactants are: [CH:1]1([C@@:7]([OH:17])([C:11]2[CH:16]=[CH:15][CH:14]=[CH:13][CH:12]=2)[C:8]([OH:10])=[O:9])[CH2:6][CH2:5][CH2:4][CH2:3]C1.C([C@H]1OC(=O)[C@@](C2(O)CCCC2)(C2C=CC=CC=2)O1)(C)(C)C.